Dataset: Full USPTO retrosynthesis dataset with 1.9M reactions from patents (1976-2016). Task: Predict the reactants needed to synthesize the given product. (1) Given the product [C:25]([O:13][C:2]([CH3:1])([CH2:5][CH2:6][CH:7]=[C:8]([CH3:12])[CH2:9][CH2:10][CH3:11])[C:3]#[CH:4])(=[O:27])[CH3:26], predict the reactants needed to synthesize it. The reactants are: [CH3:1][C:2]([OH:13])([CH2:5][CH2:6][CH:7]=[C:8]([CH3:12])[CH2:9][CH2:10][CH3:11])[C:3]#[CH:4].C1(C)C=CC(S(O)(=O)=O)=CC=1.[C:25](OC(=O)C)(=[O:27])[CH3:26]. (2) Given the product [NH2:3][C:4]1[N:25]=[C:24]([O:29][CH2:28][CH2:27][OH:30])[CH:23]=[CH:22][C:5]=1[C:6]([NH:8][CH2:9][C:10]1[S:11][C:12]([O:15][C:16]2[CH:21]=[CH:20][CH:19]=[CH:18][CH:17]=2)=[CH:13][CH:14]=1)=[O:7], predict the reactants needed to synthesize it. The reactants are: [H-].[Na+].[NH2:3][C:4]1[N:25]=[C:24](Cl)[CH:23]=[CH:22][C:5]=1[C:6]([NH:8][CH2:9][C:10]1[S:11][C:12]([O:15][C:16]2[CH:21]=[CH:20][CH:19]=[CH:18][CH:17]=2)=[CH:13][CH:14]=1)=[O:7].[CH2:27]([OH:30])[CH2:28][OH:29].[Cl-].[NH4+]. (3) Given the product [CH3:1][C:2]1[O:3][C:4]2[C:10]([NH:11][C:12]3[S:13][CH:16]=[C:17]([C:19]4[CH:20]=[N:21][CH:22]=[CH:23][CH:24]=4)[N:14]=3)=[CH:9][CH:8]=[CH:7][C:5]=2[CH:6]=1, predict the reactants needed to synthesize it. The reactants are: [CH3:1][C:2]1[O:3][C:4]2[C:10]([NH:11][C:12]([NH2:14])=[S:13])=[CH:9][CH:8]=[CH:7][C:5]=2[CH:6]=1.Br[CH2:16][C:17]([C:19]1[CH:20]=[N:21][CH:22]=[CH:23][CH:24]=1)=O.Br. (4) Given the product [C:9]([C:12]12[CH2:21][CH:16]([C:17]([CH3:20])=[CH:18][CH2:19]1)[C:15](=[O:22])[CH:14]([CH3:2])[CH:13]2[CH3:23])([CH3:11])=[CH2:10], predict the reactants needed to synthesize it. The reactants are: [Li+].[CH3:2]C([N-]C(C)C)C.[C:9]([C:12]12[CH2:21][CH:16]([C:17]([CH3:20])=[CH:18][CH2:19]1)[C:15](=[O:22])[CH2:14][CH:13]2[CH3:23])([CH3:11])=[CH2:10].CI.Cl. (5) Given the product [N:11]1([C:14]([C@H:16]2[CH2:21][CH2:20][C@H:19]([CH2:22][N:23]3[C:32](=[O:33])[C:31]4[C:26](=[CH:27][CH:28]=[CH:29][CH:30]=4)[NH:25][C:24]3=[O:34])[CH2:18][CH2:17]2)=[O:15])[CH2:10][CH2:9][NH:8][CH2:13][CH2:12]1, predict the reactants needed to synthesize it. The reactants are: C(OC([N:8]1[CH2:13][CH2:12][N:11]([C:14]([C@H:16]2[CH2:21][CH2:20][C@H:19]([CH2:22][N:23]3[C:32](=[O:33])[C:31]4[C:26](=[CH:27][CH:28]=[CH:29][CH:30]=4)[NH:25][C:24]3=[O:34])[CH2:18][CH2:17]2)=[O:15])[CH2:10][CH2:9]1)=O)(C)(C)C.C(Cl)Cl. (6) Given the product [CH2:51]([O:53][P:54]([CH2:59][CH2:60][CH2:61][N:62]1[C:63](=[S:64])[N:10]2[C:9]3[CH:11]=[C:12]([C:14]4[CH:15]=[CH:16][C:17]([Cl:20])=[CH:18][CH:19]=4)[O:13][C:8]=3[CH:7]=[C:6]2[C:4]1=[O:5])(=[O:58])[O:55][CH2:56][CH3:57])[CH3:52], predict the reactants needed to synthesize it. The reactants are: C(O[C:4]([C:6]1[NH:10][C:9]2[CH:11]=[C:12]([C:14]3[CH:19]=[CH:18][C:17]([Cl:20])=[CH:16][CH:15]=3)[O:13][C:8]=2[CH:7]=1)=[O:5])C.C(OC(=O)C(CC)CCN1C(=S)N2C3C=C(C4C=CC(Cl)=CC=4)OC=3C=C2C1=O)C.[CH2:51]([O:53][P:54]([CH2:59][CH2:60][CH2:61][N:62]=[C:63]=[S:64])(=[O:58])[O:55][CH2:56][CH3:57])[CH3:52].C([O-])([O-])=O.[K+].[K+]. (7) Given the product [CH:1]1([O:6][S:13]([C:10]2[CH:11]=[CH:12][C:7]([CH3:17])=[CH:8][CH:9]=2)(=[O:15])=[O:14])[CH2:5][CH:4]=[CH:3][CH2:2]1, predict the reactants needed to synthesize it. The reactants are: [CH:1]1([OH:6])[CH2:5][CH:4]=[CH:3][CH2:2]1.[C:7]1([CH3:17])[CH:12]=[CH:11][C:10]([S:13](Cl)(=[O:15])=[O:14])=[CH:9][CH:8]=1.Cl.